Dataset: Forward reaction prediction with 1.9M reactions from USPTO patents (1976-2016). Task: Predict the product of the given reaction. (1) Given the reactants Br[CH:2]1[CH2:8][CH2:7][CH2:6][C:5]2[CH:9]=[C:10]([N:13]3[CH2:17][C@H:16]([CH2:18][NH:19][C:20](=[O:22])[CH3:21])[O:15][C:14]3=[O:23])[CH:11]=[CH:12][C:4]=2[C:3]1=O.[CH3:25][O:26][CH2:27][CH2:28][NH:29][C:30](=S)[NH:31][NH2:32], predict the reaction product. The product is: [CH3:25][O:26][CH2:27][CH2:28][NH:29][C:30]1[C:2]2[CH2:8][CH2:7][CH2:6][C:5]3[CH:9]=[C:10]([N:13]4[CH2:17][C@H:16]([CH2:18][NH:19][C:20](=[O:22])[CH3:21])[O:15][C:14]4=[O:23])[CH:11]=[CH:12][C:4]=3[C:3]=2[NH:32][N:31]=1. (2) Given the reactants Cl[C:2]1[C:11]([C:12]([F:15])([F:14])[F:13])=[N:10][C:9]2[C:4](=[CH:5][CH:6]=[C:7]([O:16][CH3:17])[CH:8]=2)[N:3]=1.[C:18]([C:21]1[CH:26]=[CH:25][C:24](B(O)O)=[C:23]([Cl:30])[CH:22]=1)([OH:20])=[O:19].C([O-])([O-])=O.[K+].[K+].Cl, predict the reaction product. The product is: [Cl:30][C:23]1[CH:22]=[C:21]([CH:26]=[CH:25][C:24]=1[C:2]1[C:11]([C:12]([F:15])([F:14])[F:13])=[N:10][C:9]2[C:4](=[CH:5][CH:6]=[C:7]([O:16][CH3:17])[CH:8]=2)[N:3]=1)[C:18]([OH:20])=[O:19]. (3) Given the reactants [CH3:1][O:2][C:3]1[CH:8]=[C:7]([C:9]([F:12])([F:11])[F:10])[N:6]=[N:5][C:4]=1[NH:13][CH:14]1[CH2:19][CH2:18][N:17](C(O)=O)[CH2:16][CH2:15]1.C(OC(N1CCC(NC2N=NC(C(F)(F)F)=CC=2OC)CC1)=O)(C)(C)C, predict the reaction product. The product is: [CH3:1][O:2][C:3]1[CH:8]=[C:7]([C:9]([F:12])([F:10])[F:11])[N:6]=[N:5][C:4]=1[NH:13][CH:14]1[CH2:19][CH2:18][NH:17][CH2:16][CH2:15]1. (4) Given the reactants [H-].[Na+].CS([C:6]1[N:7]([C:17]2[CH:22]=[CH:21][C:20]([O:23][CH2:24][C:25]([F:28])([F:27])[F:26])=[CH:19][CH:18]=2)[C:8](=[O:16])[C:9]2[CH2:14][C:13](=[O:15])[NH:12][C:10]=2[N:11]=1)=O.[CH:29]1([CH2:32][CH2:33][OH:34])[CH2:31][CH2:30]1, predict the reaction product. The product is: [CH:29]1([CH2:32][CH2:33][O:34][C:6]2[N:7]([C:17]3[CH:22]=[CH:21][C:20]([O:23][CH2:24][C:25]([F:28])([F:27])[F:26])=[CH:19][CH:18]=3)[C:8](=[O:16])[C:9]3[CH2:14][C:13](=[O:15])[NH:12][C:10]=3[N:11]=2)[CH2:31][CH2:30]1. (5) Given the reactants Cl.[CH2:2]([C@@:9]12[CH2:38][CH2:37][C:32]3(OCC[O:33]3)[CH2:31][C@@H:10]1[CH:11]([OH:30])[O:12][CH2:13][C:14]1[CH:19]=[C:18]([C:20]([NH:22][C:23]3[C:24]([CH3:29])=[N:25][CH:26]=[CH:27][CH:28]=3)=[O:21])[CH:17]=[CH:16][C:15]=12)[C:3]1[CH:8]=[CH:7][CH:6]=[CH:5][CH:4]=1.C([O-])(O)=O.[Na+], predict the reaction product. The product is: [CH3:29][C:24]1[C:23]([NH:22][C:20]([C:18]2[CH:17]=[CH:16][C:15]3[C@:9]4([CH2:2][C:3]5[CH:4]=[CH:5][CH:6]=[CH:7][CH:8]=5)[CH2:38][CH2:37][C:32](=[O:33])[CH2:31][C@@H:10]4[CH:11]([OH:30])[O:12][CH2:13][C:14]=3[CH:19]=2)=[O:21])=[CH:28][CH:27]=[CH:26][N:25]=1. (6) Given the reactants Cl[C:2]1[N:7]=[CH:6][C:5]([C:8]2([C:11]([O:13][CH3:14])=[O:12])[CH2:10][CH2:9]2)=[CH:4][CH:3]=1.[NH2:15][NH2:16], predict the reaction product. The product is: [NH:15]([C:2]1[N:7]=[CH:6][C:5]([C:8]2([C:11]([O:13][CH3:14])=[O:12])[CH2:10][CH2:9]2)=[CH:4][CH:3]=1)[NH2:16].